From a dataset of Full USPTO retrosynthesis dataset with 1.9M reactions from patents (1976-2016). Predict the reactants needed to synthesize the given product. (1) Given the product [O:1]1[C:5]2[CH:6]=[CH:7][C:8]([C:10]3([C:13]([NH:22][C:23]4[S:24][C:25]([C@H:28]([C:36]5[CH:41]=[CH:40][C:39]([F:42])=[CH:38][C:37]=5[Cl:43])[NH:29][S@@:30]([C:32]([CH3:35])([CH3:34])[CH3:33])=[O:31])=[CH:26][N:27]=4)=[O:15])[CH2:11][CH2:12]3)=[CH:9][C:4]=2[O:3][CH2:2]1, predict the reactants needed to synthesize it. The reactants are: [O:1]1[C:5]2[CH:6]=[CH:7][C:8]([C:10]3([C:13]([OH:15])=O)[CH2:12][CH2:11]3)=[CH:9][C:4]=2[O:3][CH2:2]1.C(Cl)(C(Cl)=O)=O.[NH2:22][C:23]1[S:24][C:25]([C@H:28]([C:36]2[CH:41]=[CH:40][C:39]([F:42])=[CH:38][C:37]=2[Cl:43])[NH:29][S@@:30]([C:32]([CH3:35])([CH3:34])[CH3:33])=[O:31])=[CH:26][N:27]=1.CCN(CC)CC. (2) Given the product [CH2:1]([O:3][C@@H:4]1[CH2:8][N:7]([C:9](=[O:19])[C@@H:10]([NH:11][C:12]([O:14][CH3:15])=[O:13])[CH:16]([CH3:18])[CH3:17])[C@H:6]([C:20]2[NH:24][C:23]3[C:25]4[C:30]([CH:31]=[CH:32][C:22]=3[N:21]=2)=[CH:29][C:28]2[C:33]3[C:38]([CH2:39][O:40][C:27]=2[CH:26]=4)=[CH:37][C:36]([C:41]2[NH:45][C:44]([C@@H:46]4[CH2:50][CH2:49][CH2:48][N:47]4[C:51](=[O:52])[C@H:64]([NH:63][C:61](=[O:62])[O:60][CH3:59])[C:68]4[CH:73]=[CH:72][CH:71]=[CH:70][CH:69]=4)=[N:43][CH:42]=2)=[CH:35][CH:34]=3)[CH2:5]1)[CH3:2], predict the reactants needed to synthesize it. The reactants are: [CH2:1]([O:3][C@@H:4]1[CH2:8][N:7]([C:9](=[O:19])[C@H:10]([CH:16]([CH3:18])[CH3:17])[NH:11][C:12]([O:14][CH3:15])=[O:13])[C@H:6]([C:20]2[NH:24][C:23]3[C:25]4[C:30]([CH:31]=[CH:32][C:22]=3[N:21]=2)=[CH:29][C:28]2[C:33]3[C:38]([CH2:39][O:40][C:27]=2[CH:26]=4)=[CH:37][C:36]([C:41]2[NH:45][C:44]([C@@H:46]4[CH2:50][CH2:49][CH2:48][N:47]4[C:51](OC(C)(C)C)=[O:52])=[N:43][CH:42]=2)=[CH:35][CH:34]=3)[CH2:5]1)[CH3:2].Cl.[CH3:59][O:60][C:61]([NH:63][C@H:64]([C:68]1[CH:73]=[CH:72][CH:71]=[CH:70][CH:69]=1)C(O)=O)=[O:62].CCN(C(C)C)C(C)C.CCOC(C(C#N)=NOC(N1CCOCC1)=[N+](C)C)=O.F[P-](F)(F)(F)(F)F. (3) Given the product [Cl:23][C:20]1[CH:19]=[CH:18][C:17]([N:7]2[CH2:8][C@@H:9]([CH3:16])[C:10]3=[N:14][N:13]=[C:12]([CH3:15])[N:11]3[C:5]3[CH:4]=[CH:3][C:2]([C:29]4[CH:28]=[N:27][N:26]([CH3:25])[C:30]=4[CH3:31])=[CH:24][C:6]2=3)=[CH:22][CH:21]=1, predict the reactants needed to synthesize it. The reactants are: Br[C:2]1[CH:3]=[CH:4][C:5]2[N:11]3[C:12]([CH3:15])=[N:13][N:14]=[C:10]3[C@H:9]([CH3:16])[CH2:8][N:7]([C:17]3[CH:22]=[CH:21][C:20]([Cl:23])=[CH:19][CH:18]=3)[C:6]=2[CH:24]=1.[CH3:25][N:26]1[C:30]([CH3:31])=[C:29](B2OC(C)(C)C(C)(C)O2)[CH:28]=[N:27]1.C(=O)([O-])[O-].[Cs+].[Cs+]. (4) Given the product [CH:26]1([C:24]2[NH:23][N:22]=[C:21]([N:20]3[C:3]4[N:4]=[C:5]([NH:9][C@H:10]([C:13]5[CH:18]=[CH:17][C:16]([F:19])=[CH:15][CH:14]=5)[CH2:11][OH:12])[N:6]=[C:7]([CH3:8])[C:2]=4[N:1]=[N:29]3)[CH:25]=2)[CH2:28][CH2:27]1, predict the reactants needed to synthesize it. The reactants are: [NH2:1][C:2]1[C:3]([NH:20][C:21]2[CH:25]=[C:24]([CH:26]3[CH2:28][CH2:27]3)[NH:23][N:22]=2)=[N:4][C:5]([NH:9][C@H:10]([C:13]2[CH:18]=[CH:17][C:16]([F:19])=[CH:15][CH:14]=2)[CH2:11][OH:12])=[N:6][C:7]=1[CH3:8].[N:29]([O-])=O.[Na+].O. (5) The reactants are: [C:1]1(=[O:11])[C:9]2[CH:8]=[CH:7][N:6]=[CH:5][C:4]=2[C:3](=[O:10])[O:2]1.[Si]([N:16]=[N+]=[N-])(C)(C)C. Given the product [NH:16]1[C:4]2[CH:5]=[N:6][CH:7]=[CH:8][C:9]=2[C:1](=[O:11])[O:2][C:3]1=[O:10], predict the reactants needed to synthesize it.